This data is from Reaction yield outcomes from USPTO patents with 853,638 reactions. The task is: Predict the reaction yield, written as a fraction of the theoretical maximum amount of product (1.0 means a 100% yield; for example, 0.34 means a 34% yield). (1) The reactants are [CH3:1][C:2]1[S:6][C:5]([C:7]([OH:9])=O)=[CH:4][C:3]=1[C:10]1[N:14]([CH3:15])[N:13]=[CH:12][CH:11]=1.C(N(CC)C(C)C)(C)C.[NH2:25][C@@H:26]([CH2:39][CH:40]1[CH2:45][CH2:44][CH2:43][CH2:42][CH2:41]1)[CH2:27][N:28]1[C:36](=[O:37])[C:35]2[C:30](=[CH:31][CH:32]=[CH:33][CH:34]=2)[C:29]1=[O:38].CC(OC(N[C@H](C(O)=O)CC1C=CC=CC=1C(F)(F)F)=O)(C)C.F[P-](F)(F)(F)(F)F.Br[P+](N1CCCC1)(N1CCCC1)N1CCCC1. The catalyst is C(Cl)Cl. The yield is 0.940. The product is [CH:40]1([CH2:39][C@H:26]([NH:25][C:7]([C:5]2[S:6][C:2]([CH3:1])=[C:3]([C:10]3[N:14]([CH3:15])[N:13]=[CH:12][CH:11]=3)[CH:4]=2)=[O:9])[CH2:27][N:28]2[C:29](=[O:38])[C:30]3[C:35](=[CH:34][CH:33]=[CH:32][CH:31]=3)[C:36]2=[O:37])[CH2:45][CH2:44][CH2:43][CH2:42][CH2:41]1. (2) The reactants are C([O:4][C@H:5]([CH3:25])[CH2:6][CH2:7][CH2:8][CH2:9][N:10]1[C:15](=[O:16])[C:14]2[C:17]([CH3:22])=[CH:18][C:19]([CH3:21])=[N:20][C:13]=2[N:12]([CH3:23])[C:11]1=[O:24])(=O)C.[OH-].[K+].[Cl-].[Na+]. The catalyst is CO.O. The product is [OH:4][C@H:5]([CH3:25])[CH2:6][CH2:7][CH2:8][CH2:9][N:10]1[C:15](=[O:16])[C:14]2[C:17]([CH3:22])=[CH:18][C:19]([CH3:21])=[N:20][C:13]=2[N:12]([CH3:23])[C:11]1=[O:24]. The yield is 0.840.